From a dataset of Catalyst prediction with 721,799 reactions and 888 catalyst types from USPTO. Predict which catalyst facilitates the given reaction. (1) Reactant: [C:1]([NH:4][C:5](=[CH:10][C:11]1[CH:16]=[C:15]([CH3:17])[C:14]([O:18]CC2C=CC=CC=2)=[C:13]([Cl:26])[CH:12]=1)[C:6]([O:8][CH3:9])=[O:7])(=[O:3])[CH3:2].[H][H]. Product: [C:1]([NH:4][CH:5]([CH2:10][C:11]1[CH:16]=[C:15]([CH3:17])[C:14]([OH:18])=[C:13]([Cl:26])[CH:12]=1)[C:6]([O:8][CH3:9])=[O:7])(=[O:3])[CH3:2]. The catalyst class is: 227. (2) Product: [CH3:1][O:2][C:3]1[C:4]2[O:10][CH2:12][O:9][C:5]=2[CH:6]=[CH:7][CH:8]=1. Reactant: [CH3:1][O:2][C:3]1[CH:8]=[CH:7][CH:6]=[C:5]([OH:9])[C:4]=1[OH:10].Br[CH2:12]Cl.O. The catalyst class is: 3. (3) Reactant: [Br:1][C:2]1[CH:3]=[C:4]([CH3:9])[CH:5]=[C:6]([CH3:8])[CH:7]=1.[Br:10]N1C(=O)CCC1=O.C(OOC(=O)C1C=CC=CC=1)(C)(C)C. Product: [Br:1][C:2]1[CH:7]=[C:6]([CH3:8])[CH:5]=[C:4]([CH2:9][Br:10])[CH:3]=1. The catalyst class is: 717. (4) Reactant: [F:1][C:2]1[CH:34]=[CH:33][C:5]([CH2:6][O:7][C:8]2[CH:13]=[CH:12][C:11]([CH:14]([C:18]3[CH:23]=[CH:22][C:21]([O:24][CH2:25][C:26]4[CH:31]=[CH:30][C:29]([F:32])=[CH:28][CH:27]=4)=[CH:20][CH:19]=3)[C:15](O)=[O:16])=[CH:10][CH:9]=2)=[CH:4][CH:3]=1.C(N1C=CN=C1)(N1C=CN=C1)=O.N1C=CN=C1.[H-].[Na+].[NH2:54][C:55]1[S:56][S:57][C:58](=[S:60])[N:59]=1.O.[Cl-].[NH4+]. Product: [F:1][C:2]1[CH:34]=[CH:33][C:5]([CH2:6][O:7][C:8]2[CH:13]=[CH:12][C:11]([CH:14]([C:18]3[CH:23]=[CH:22][C:21]([O:24][CH2:25][C:26]4[CH:31]=[CH:30][C:29]([F:32])=[CH:28][CH:27]=4)=[CH:20][CH:19]=3)[C:15]([NH:54][C:55]3[S:56][S:57][C:58](=[S:60])[N:59]=3)=[O:16])=[CH:10][CH:9]=2)=[CH:4][CH:3]=1. The catalyst class is: 7.